From a dataset of Forward reaction prediction with 1.9M reactions from USPTO patents (1976-2016). Predict the product of the given reaction. (1) Given the reactants Cl.[N:2]1([CH2:8][C:9]([OH:11])=O)[CH2:7][CH2:6][NH:5][CH2:4][CH2:3]1.[NH2:12][C@@H:13]([CH2:31][O:32][CH2:33][C:34]1[CH:39]=[CH:38][CH:37]=[CH:36][CH:35]=1)[C:14]([NH:16][C:17]1[CH:22]=[CH:21][C:20]([O:23][C:24]2[CH:29]=[CH:28][C:27]([F:30])=[CH:26][CH:25]=2)=[CH:19][CH:18]=1)=[O:15], predict the reaction product. The product is: [CH2:33]([O:32][CH2:31][C@H:13]([NH:12][C:9](=[O:11])[CH2:8][N:2]1[CH2:3][CH2:4][NH:5][CH2:6][CH2:7]1)[C:14]([NH:16][C:17]1[CH:22]=[CH:21][C:20]([O:23][C:24]2[CH:29]=[CH:28][C:27]([F:30])=[CH:26][CH:25]=2)=[CH:19][CH:18]=1)=[O:15])[C:34]1[CH:39]=[CH:38][CH:37]=[CH:36][CH:35]=1. (2) Given the reactants O=S(Cl)[Cl:3].[O:5]=[C:6]([C@H:8]([CH2:10][C:11]1[CH:18]=[C:16]([OH:17])[C:14]([OH:15])=[CH:13][CH:12]=1)[NH2:9])[OH:7].[CH3:19][CH2:20]O, predict the reaction product. The product is: [NH2:9][CH:8]([CH2:10][C:11]1[CH:12]=[CH:13][C:14]([OH:15])=[C:16]([OH:17])[CH:18]=1)[C:6]([O:7][CH2:19][CH3:20])=[O:5].[ClH:3]. (3) Given the reactants [CH:1]([C:3]1[CH:15]=[CH:14][C:6]([C:7]([O:9][C:10]([CH3:13])([CH3:12])[CH3:11])=[O:8])=[C:5]([CH3:16])[CH:4]=1)=[O:2].[OH:17]OS([O-])=O.[K+].C(OCC)(=O)C, predict the reaction product. The product is: [C:10]([O:9][C:7]([C:6]1[CH:14]=[CH:15][C:3]([C:1]([OH:17])=[O:2])=[CH:4][C:5]=1[CH3:16])=[O:8])([CH3:11])([CH3:12])[CH3:13]. (4) Given the reactants [C:1]1([C:7]2[CH:12]=[CH:11][C:10]([OH:13])=[CH:9][CH:8]=2)[CH:6]=[CH:5][CH:4]=[CH:3][CH:2]=1.[OH-:14].[K+].[C:16]1([CH3:22])[CH:21]=[CH:20][CH:19]=[CH:18][CH:17]=1, predict the reaction product. The product is: [C:1]1([C:7]2[CH:8]=[CH:9][C:10]([O:13][C:20]3[C:21]4[C:22](=[O:14])[C:16]5[C:21](=[C:20]([O:13][C:10]6[CH:9]=[CH:8][C:7]([C:1]7[CH:6]=[CH:5][CH:4]=[CH:3][CH:2]=7)=[CH:12][CH:11]=6)[CH:19]=[CH:18][CH:17]=5)[C:22](=[O:14])[C:16]=4[CH:17]=[CH:18][CH:19]=3)=[CH:11][CH:12]=2)[CH:2]=[CH:3][CH:4]=[CH:5][CH:6]=1. (5) The product is: [O-:1][N+:2]1[CH:3]=[CH:4][C:5]([NH:8][CH2:9][CH:11]2[CH2:16][CH2:15][N:14]([C:17]([O:19][CH2:20][C:21]3[CH:22]=[CH:23][CH:24]=[CH:25][CH:26]=3)=[O:18])[CH2:13][CH2:12]2)=[CH:6][CH:7]=1. Given the reactants [O-:1][N+:2]1[CH:7]=[CH:6][C:5]([NH:8][C:9]([CH:11]2[CH2:16][CH2:15][N:14]([C:17]([O:19][CH2:20][C:21]3[CH:26]=[CH:25][CH:24]=[CH:23][CH:22]=3)=[O:18])[CH2:13][CH2:12]2)=O)=[CH:4][CH:3]=1.B, predict the reaction product. (6) Given the reactants [CH2:1]([O:4][C:5]([CH2:7][C:8]1[CH:9]=[C:10]([S:14]([N:17]=[C:18]=[O:19])(=[O:16])=[O:15])[CH:11]=[CH:12][CH:13]=1)=[O:6])[CH:2]=[CH2:3].[Cl:20][C:21]1[CH:22]=[C:23]([NH2:30])[C:24](=[CH:28][CH:29]=1)[C:25](O)=[O:26].O, predict the reaction product. The product is: [CH2:1]([O:4][C:5]([CH2:7][C:8]1[CH:9]=[C:10]([S:14]([N:17]2[C:25](=[O:26])[C:24]3[C:23](=[CH:22][C:21]([Cl:20])=[CH:29][CH:28]=3)[NH:30][C:18]2=[O:19])(=[O:16])=[O:15])[CH:11]=[CH:12][CH:13]=1)=[O:6])[CH:2]=[CH2:3]. (7) Given the reactants [OH:1][CH2:2][C@@H:3]1[C@@H:8]([NH:9][C:10](=[O:16])[O:11][C:12]([CH3:15])([CH3:14])[CH3:13])[CH2:7][CH2:6][O:5][CH2:4]1.[Cl:17][C:18]1[CH:19]=[CH:20][C:21]([C:24]2[CH:29]=[CH:28][C:27](O)=[CH:26][CH:25]=2)=[N:22][CH:23]=1.C1CCN(C(N=NC(N2CCCCC2)=O)=O)CC1.P(CCCC)(CCCC)CCCC, predict the reaction product. The product is: [Cl:17][C:18]1[CH:19]=[CH:20][C:21]([C:24]2[CH:29]=[CH:28][C:27]([O:1][CH2:2][C@@H:3]3[C@@H:8]([NH:9][C:10](=[O:16])[O:11][C:12]([CH3:13])([CH3:15])[CH3:14])[CH2:7][CH2:6][O:5][CH2:4]3)=[CH:26][CH:25]=2)=[N:22][CH:23]=1.